Dataset: Reaction yield outcomes from USPTO patents with 853,638 reactions. Task: Predict the reaction yield, written as a fraction of the theoretical maximum amount of product (1.0 means a 100% yield; for example, 0.34 means a 34% yield). (1) The reactants are [NH2:1][CH2:2][C:3]([CH3:7])([CH3:6])[CH2:4][OH:5].[CH2:8]=[C:9]1[O:13][C:11](=[O:12])[CH2:10]1. The catalyst is O1CCCC1. The product is [OH:5][CH2:4][C:3]([CH3:7])([CH3:6])[CH2:2][NH:1][C:11](=[O:12])[CH2:10][C:9](=[O:13])[CH3:8]. The yield is 0.730. (2) The catalyst is C(Cl)Cl. The reactants are Cl[C:2]1[N:7]=[C:6]([C:8]2[N:12]3[CH:13]=[CH:14][CH:15]=[CH:16][C:11]3=[N:10][C:9]=2[C:17]2[CH:18]=[C:19]([CH:31]=[CH:32][CH:33]=2)[C:20]([NH:22][C:23]2[C:28]([F:29])=[CH:27][CH:26]=[CH:25][C:24]=2[F:30])=[O:21])[CH:5]=[CH:4][N:3]=1.[CH3:34][C:35]1[C:36]([CH:44]2[CH2:49][CH2:48][N:47]([CH2:50][CH2:51][S:52]([CH3:55])(=[O:54])=[O:53])[CH2:46][CH2:45]2)=[CH:37][C:38]([O:42][CH3:43])=[C:39]([CH:41]=1)[NH2:40].C1(C)C=CC(S(O)(=O)=O)=CC=1.C(O)C(F)(F)F.C[O-].[Na+]. The product is [F:30][C:24]1[CH:25]=[CH:26][CH:27]=[C:28]([F:29])[C:23]=1[NH:22][C:20](=[O:21])[C:19]1[CH:31]=[CH:32][CH:33]=[C:17]([C:9]2[N:10]=[C:11]3[CH:16]=[CH:15][CH:14]=[CH:13][N:12]3[C:8]=2[C:6]2[CH:5]=[CH:4][N:3]=[C:2]([NH:40][C:39]3[CH:41]=[C:35]([CH3:34])[C:36]([CH:44]4[CH2:45][CH2:46][N:47]([CH2:50][CH2:51][S:52]([CH3:55])(=[O:54])=[O:53])[CH2:48][CH2:49]4)=[CH:37][C:38]=3[O:42][CH3:43])[N:7]=2)[CH:18]=1. The yield is 0.430. (3) The reactants are [H-].[Al+3].[Li+].[H-].[H-].[H-].[I:7][C:8]1[CH:9]=[C:10]2[C:14](=[CH:15][CH:16]=1)[N:13]([CH:17]1[CH2:22][CH2:21][CH2:20][CH2:19][O:18]1)[N:12]=[C:11]2[C:23](N(OC)C)=[O:24]. The catalyst is C1COCC1. The product is [I:7][C:8]1[CH:9]=[C:10]2[C:14](=[CH:15][CH:16]=1)[N:13]([CH:17]1[CH2:22][CH2:21][CH2:20][CH2:19][O:18]1)[N:12]=[C:11]2[CH:23]=[O:24]. The yield is 0.720. (4) The reactants are [N:1]1[CH:6]=[CH:5][CH:4]=[C:3](B(O)O)[CH:2]=1.[Cl:10][C:11]1[CH:12]=[C:13]2[C:17](=[CH:18][CH:19]=1)[NH:16][CH:15]=[C:14]2[CH2:20][CH2:21][NH:22][C:23](=[O:32])[C:24]1[CH:29]=[CH:28][C:27]([CH2:30]Cl)=[CH:26][CH:25]=1.ClCCl.[I-].[Na+].C(=O)([O-])[O-].[Na+].[Na+]. The catalyst is C(COC)OC.O.C1C=CC(P(C2C=CC=CC=2)[C-]2C=CC=C2)=CC=1.C1C=CC(P(C2C=CC=CC=2)[C-]2C=CC=C2)=CC=1.Cl[Pd]Cl.[Fe+2]. The product is [Cl:10][C:11]1[CH:12]=[C:13]2[C:17](=[CH:18][CH:19]=1)[NH:16][CH:15]=[C:14]2[CH2:20][CH2:21][NH:22][C:23](=[O:32])[C:24]1[CH:29]=[CH:28][C:27]([CH2:30][C:3]2[CH:2]=[N:1][CH:6]=[CH:5][CH:4]=2)=[CH:26][CH:25]=1. The yield is 0.200. (5) The reactants are [F:1][C:2]1[CH:10]=[CH:9][C:8]2[N:7]([CH2:11][C:12]3[CH:21]=[CH:20][C:15]([C:16]([O:18][CH3:19])=[O:17])=[CH:14][CH:13]=3)[C:6]3[CH2:22][CH2:23][N:24]([CH2:27][CH2:28]O)[C:25](=[O:26])[C:5]=3[C:4]=2[CH:3]=1.CCN(C(C)C)C(C)C.CS(Cl)(=O)=O.[CH3:44][N:45]1[CH2:50][CH2:49][NH:48][CH2:47][CH2:46]1. The catalyst is C(#N)C. The product is [F:1][C:2]1[CH:10]=[CH:9][C:8]2[N:7]([CH2:11][C:12]3[CH:13]=[CH:14][C:15]([C:16]([O:18][CH3:19])=[O:17])=[CH:20][CH:21]=3)[C:6]3[CH2:22][CH2:23][N:24]([CH2:27][CH2:28][N:48]4[CH2:49][CH2:50][N:45]([CH3:44])[CH2:46][CH2:47]4)[C:25](=[O:26])[C:5]=3[C:4]=2[CH:3]=1. The yield is 0.320.